This data is from Reaction yield outcomes from USPTO patents with 853,638 reactions. The task is: Predict the reaction yield, written as a fraction of the theoretical maximum amount of product (1.0 means a 100% yield; for example, 0.34 means a 34% yield). (1) The yield is 0.920. The reactants are [CH2:1]([O:8][C:9]1[CH:14]=[CH:13][C:12]([C:15]2[N:19]([C:20]3[CH:25]=[CH:24][C:23]([Cl:26])=[CH:22][C:21]=3[Cl:27])[N:18]=[C:17]([C:28](O)=[O:29])[C:16]=2[CH3:31])=[CH:11][CH:10]=1)[C:2]1[CH:7]=[CH:6][CH:5]=[CH:4][CH:3]=1.[F:32][C:33]1([F:40])[CH2:38][CH2:37][CH:36]([NH2:39])[CH2:35][CH2:34]1.C(N(CC)CC)C.F[P-](F)(F)(F)(F)F.N1(O[P+](N(C)C)(N(C)C)N(C)C)C2C=CC=CC=2N=N1. The product is [F:32][C:33]1([F:40])[CH2:38][CH2:37][CH:36]([NH:39][C:28]([C:17]2[C:16]([CH3:31])=[C:15]([C:12]3[CH:11]=[CH:10][C:9]([O:8][CH2:1][C:2]4[CH:3]=[CH:4][CH:5]=[CH:6][CH:7]=4)=[CH:14][CH:13]=3)[N:19]([C:20]3[CH:25]=[CH:24][C:23]([Cl:26])=[CH:22][C:21]=3[Cl:27])[N:18]=2)=[O:29])[CH2:35][CH2:34]1. The catalyst is O. (2) The reactants are [Li+].[OH-].[CH2:3]([O:10][N:11]1[C:17](=[O:18])[N:16]2[CH2:19][C@H:12]1[CH2:13][CH2:14][C@H:15]2[C:20]([O:22]CC)=[O:21])[C:4]1[CH:9]=[CH:8][CH:7]=[CH:6][CH:5]=1. The catalyst is C1COCC1.O. The product is [CH2:3]([O:10][N:11]1[C:17](=[O:18])[N:16]2[CH2:19][C@H:12]1[CH2:13][CH2:14][C@H:15]2[C:20]([OH:22])=[O:21])[C:4]1[CH:9]=[CH:8][CH:7]=[CH:6][CH:5]=1. The yield is 0.777. (3) The reactants are [CH2:1]([O:3][C:4](=[O:18])[C:5]1[CH:10]=[CH:9][C:8]([N:11]2[CH2:16][CH2:15][CH:14](O)[CH2:13][CH2:12]2)=[CH:7][CH:6]=1)[CH3:2].CCN(S(F)(F)[F:25])CC. The catalyst is ClCCl. The product is [CH2:1]([O:3][C:4](=[O:18])[C:5]1[CH:10]=[CH:9][C:8]([N:11]2[CH2:16][CH2:15][CH:14]([F:25])[CH2:13][CH2:12]2)=[CH:7][CH:6]=1)[CH3:2]. The yield is 0.560. (4) The product is [Cl:10][C:11]1[N:16]=[CH:15][C:14]([O:17][C:2]2[N:7]=[CH:6][C:5]([CH:8]=[O:9])=[CH:4][CH:3]=2)=[CH:13][CH:12]=1. The reactants are Br[C:2]1[N:7]=[CH:6][C:5]([CH:8]=[O:9])=[CH:4][CH:3]=1.[Cl:10][C:11]1[N:16]=[CH:15][C:14]([OH:17])=[CH:13][CH:12]=1.C([O-])([O-])=O.[K+].[K+]. The catalyst is CN(C=O)C. The yield is 0.980. (5) The reactants are [I-].[CH2:2]([O:9][C:10]1[CH:18]=[C:17]2[C:13]([C:14]([CH2:19][N+](C)(C)C)=[CH:15][NH:16]2)=[CH:12][CH:11]=1)[C:3]1[CH:8]=[CH:7][CH:6]=[CH:5][CH:4]=1.[C-:24]#[N:25].[Na+]. The catalyst is CCO. The product is [CH2:2]([O:9][C:10]1[CH:18]=[C:17]2[C:13]([C:14]([CH2:19][C:24]#[N:25])=[CH:15][NH:16]2)=[CH:12][CH:11]=1)[C:3]1[CH:4]=[CH:5][CH:6]=[CH:7][CH:8]=1. The yield is 0.860. (6) The reactants are C1(C2C=CC=CC=2)C=CC=CC=1.C(OC([N:20]1[CH2:25][CH2:24][N:23]([S:26]([C:29]2[C:34]([Cl:35])=[CH:33][CH:32]=[C:31]([NH:36][C:37]3[C:40](=[O:41])[C:39](=[O:42])[C:38]=3Cl)[C:30]=2[OH:44])(=[O:28])=[O:27])[CH2:22][CH2:21]1)=O)(C)(C)C.[NH2:45][C:46]1[CH:51]=[CH:50][CH:49]=[CH:48][CH:47]=1. The catalyst is CN(C=O)C. The product is [Cl:35][C:34]1[CH:33]=[CH:32][C:31]([NH:36][C:37]2[C:40](=[O:41])[C:39](=[O:42])[C:38]=2[NH:45][C:46]2[CH:51]=[CH:50][CH:49]=[CH:48][CH:47]=2)=[C:30]([OH:44])[C:29]=1[S:26]([N:23]1[CH2:24][CH2:25][NH:20][CH2:21][CH2:22]1)(=[O:28])=[O:27]. The yield is 0.250. (7) The reactants are [CH:1]12[CH2:50][CH:4]([N:5]([CH2:7][CH2:8][NH:9][C@:10]34[CH2:46][CH2:45][C@@H:44]([C:47]([CH3:49])=[CH2:48])[C@@H:11]3[C@@H:12]3[C@@:25]([CH3:28])([CH2:26][CH2:27]4)[C@@:24]4([CH3:29])[C@@H:15]([C@:16]5([CH3:43])[C@@H:21]([CH2:22][CH2:23]4)[C:20]([CH3:31])([CH3:30])[C:19]([C:32]4[CH2:37][CH2:36][CH:35]([C:38]([O:40][CH2:41][CH3:42])=[O:39])[CH2:34][CH:33]=4)=[CH:18][CH2:17]5)[CH2:14][CH2:13]3)[CH2:6]1)[CH2:3][O:2]2.C1([SiH3])C=CC=CC=1.C1C[O:61]CC1. The catalyst is [Co+2].C(CC(=O)C)(=O)C. The product is [CH:1]12[CH2:50][CH:4]([N:5]([CH2:7][CH2:8][NH:9][C@:10]34[CH2:46][CH2:45][C@@H:44]([C:47]([OH:61])([CH3:49])[CH3:48])[C@@H:11]3[C@@H:12]3[C@@:25]([CH3:28])([CH2:26][CH2:27]4)[C@@:24]4([CH3:29])[C@@H:15]([C@:16]5([CH3:43])[C@@H:21]([CH2:22][CH2:23]4)[C:20]([CH3:31])([CH3:30])[C:19]([C:32]4[CH2:37][CH2:36][CH:35]([C:38]([O:40][CH2:41][CH3:42])=[O:39])[CH2:34][CH:33]=4)=[CH:18][CH2:17]5)[CH2:14][CH2:13]3)[CH2:6]1)[CH2:3][O:2]2. The yield is 0.160.